From a dataset of Forward reaction prediction with 1.9M reactions from USPTO patents (1976-2016). Predict the product of the given reaction. (1) Given the reactants [CH3:1][C:2]1([CH3:17])[C:6]([CH3:8])([CH3:7])[O:5][B:4]([C:9]2[CH:10]=[C:11]([CH:14]=[CH:15][CH:16]=2)[CH:12]=O)[O:3]1.[NH2:18][C:19]1[CH:31]=[CH:30][C:22]([C:23]([O:25][C:26]([CH3:29])([CH3:28])[CH3:27])=[O:24])=[CH:21][CH:20]=1, predict the reaction product. The product is: [CH3:1][C:2]1([CH3:17])[C:6]([CH3:8])([CH3:7])[O:5][B:4]([C:9]2[CH:10]=[C:11]([CH:14]=[CH:15][CH:16]=2)[CH2:12][NH:18][C:19]2[CH:31]=[CH:30][C:22]([C:23]([O:25][C:26]([CH3:27])([CH3:28])[CH3:29])=[O:24])=[CH:21][CH:20]=2)[O:3]1. (2) Given the reactants [CH3:1][N:2]1[C:7](=[O:8])[CH2:6][O:5][C:4]2[N:9]=[C:10]([C:18]3[CH:23]=[CH:22][C:21]([C:24]4([NH:28]C(=O)OC(C)(C)C)[CH2:27][CH2:26][CH2:25]4)=[CH:20][CH:19]=3)[C:11]([C:13]3[CH:17]=[CH:16][S:15][CH:14]=3)=[CH:12][C:3]1=2.CO, predict the reaction product. The product is: [NH2:28][C:24]1([C:21]2[CH:22]=[CH:23][C:18]([C:10]3[C:11]([C:13]4[CH:17]=[CH:16][S:15][CH:14]=4)=[CH:12][C:3]4[N:2]([CH3:1])[C:7](=[O:8])[CH2:6][O:5][C:4]=4[N:9]=3)=[CH:19][CH:20]=2)[CH2:27][CH2:26][CH2:25]1. (3) Given the reactants C(OC(=O)[NH:7][C@@H:8]([C:10]1[N:14]([CH2:15][CH3:16])[C:13]2[C:17]([O:21][CH3:22])=[CH:18][CH:19]=[CH:20][C:12]=2[N:11]=1)[CH3:9])(C)(C)C.[ClH:24].O1CCOCC1, predict the reaction product. The product is: [ClH:24].[CH2:15]([N:14]1[C:13]2[C:17]([O:21][CH3:22])=[CH:18][CH:19]=[CH:20][C:12]=2[N:11]=[C:10]1[C@H:8]([NH2:7])[CH3:9])[CH3:16]. (4) Given the reactants [NH2:1][CH2:2][C:3]1([C:16]2[CH:21]=[CH:20][CH:19]=[C:18]([C:22]3[CH:23]=[N:24][N:25]([CH3:27])[CH:26]=3)[CH:17]=2)[CH2:8][CH2:7][N:6](C(OC(C)(C)C)=O)[CH2:5][CH2:4]1.[ClH:28], predict the reaction product. The product is: [ClH:28].[ClH:28].[CH3:27][N:25]1[CH:26]=[C:22]([C:18]2[CH:17]=[C:16]([C:3]3([CH2:2][NH2:1])[CH2:8][CH2:7][NH:6][CH2:5][CH2:4]3)[CH:21]=[CH:20][CH:19]=2)[CH:23]=[N:24]1. (5) Given the reactants [N+:1]([O-:4])(O)=[O:2].S(=O)(=O)(O)O.[CH2:10]([O:12][C:13](=[O:23])[O:14][C:15]1[CH:20]=[CH:19][C:18]([Cl:21])=[CH:17][C:16]=1[CH3:22])[CH3:11], predict the reaction product. The product is: [CH2:10]([O:12][C:13](=[O:23])[O:14][C:15]1[CH:20]=[C:19]([N+:1]([O-:4])=[O:2])[C:18]([Cl:21])=[CH:17][C:16]=1[CH3:22])[CH3:11].